This data is from Forward reaction prediction with 1.9M reactions from USPTO patents (1976-2016). The task is: Predict the product of the given reaction. Given the reactants [F:1][C:2]([F:16])([F:15])[C:3]1[CH:14]=[CH:13][C:6]2[S:7][C:8]([C:10]([OH:12])=O)=[CH:9][C:5]=2[CH:4]=1.Cl.C(N=C=NCCCN(C)C)C.[NH2:29][C:30]1[CH:35]=[CH:34][C:33]([CH3:36])=[C:32]([Cl:37])[CH:31]=1, predict the reaction product. The product is: [Cl:37][C:32]1[CH:31]=[C:30]([NH:29][C:10]([C:8]2[S:7][C:6]3[CH:13]=[CH:14][C:3]([C:2]([F:1])([F:16])[F:15])=[CH:4][C:5]=3[CH:9]=2)=[O:12])[CH:35]=[CH:34][C:33]=1[CH3:36].